This data is from Peptide-MHC class I binding affinity with 185,985 pairs from IEDB/IMGT. The task is: Regression. Given a peptide amino acid sequence and an MHC pseudo amino acid sequence, predict their binding affinity value. This is MHC class I binding data. (1) The peptide sequence is FMEMFFDYNK. The MHC is HLA-A68:01 with pseudo-sequence HLA-A68:01. The binding affinity (normalized) is 0.497. (2) The peptide sequence is ITDQTVNICI. The MHC is HLA-A02:01 with pseudo-sequence HLA-A02:01. The binding affinity (normalized) is 0.179. (3) The peptide sequence is RSIRKFNTM. The MHC is HLA-B08:01 with pseudo-sequence HLA-B08:01. The binding affinity (normalized) is 0.739.